Dataset: Merck oncology drug combination screen with 23,052 pairs across 39 cell lines. Task: Regression. Given two drug SMILES strings and cell line genomic features, predict the synergy score measuring deviation from expected non-interaction effect. (1) Drug 1: CCN(CC)CCNC(=O)c1c(C)[nH]c(C=C2C(=O)Nc3ccc(F)cc32)c1C. Drug 2: COC1CC2CCC(C)C(O)(O2)C(=O)C(=O)N2CCCCC2C(=O)OC(C(C)CC2CCC(OP(C)(C)=O)C(OC)C2)CC(=O)C(C)C=C(C)C(O)C(OC)C(=O)C(C)CC(C)C=CC=CC=C1C. Cell line: OCUBM. Synergy scores: synergy=16.0. (2) Drug 1: O=P1(N(CCCl)CCCl)NCCCO1. Drug 2: COC1=C2CC(C)CC(OC)C(O)C(C)C=C(C)C(OC(N)=O)C(OC)C=CC=C(C)C(=O)NC(=CC1=O)C2=O. Cell line: RPMI7951. Synergy scores: synergy=-6.31. (3) Drug 1: NC1(c2ccc(-c3nc4ccn5c(=O)[nH]nc5c4cc3-c3ccccc3)cc2)CCC1. Drug 2: Cc1nc(Nc2ncc(C(=O)Nc3c(C)cccc3Cl)s2)cc(N2CCN(CCO)CC2)n1. Cell line: SKOV3. Synergy scores: synergy=33.3. (4) Drug 1: COC1=C2CC(C)CC(OC)C(O)C(C)C=C(C)C(OC(N)=O)C(OC)C=CC=C(C)C(=O)NC(=CC1=O)C2=O. Drug 2: CCc1c2c(nc3ccc(O)cc13)-c1cc3c(c(=O)n1C2)COC(=O)C3(O)CC. Cell line: DLD1. Synergy scores: synergy=15.7. (5) Drug 1: CCC1(O)CC2CN(CCc3c([nH]c4ccccc34)C(C(=O)OC)(c3cc4c(cc3OC)N(C)C3C(O)(C(=O)OC)C(OC(C)=O)C5(CC)C=CCN6CCC43C65)C2)C1. Drug 2: COC1CC2CCC(C)C(O)(O2)C(=O)C(=O)N2CCCCC2C(=O)OC(C(C)CC2CCC(OP(C)(C)=O)C(OC)C2)CC(=O)C(C)C=C(C)C(O)C(OC)C(=O)C(C)CC(C)C=CC=CC=C1C. Cell line: SKOV3. Synergy scores: synergy=40.6. (6) Drug 1: CCC1=CC2CN(C1)Cc1c([nH]c3ccccc13)C(C(=O)OC)(c1cc3c(cc1OC)N(C)C1C(O)(C(=O)OC)C(OC(C)=O)C4(CC)C=CCN5CCC31C54)C2. Drug 2: CC(C)CC(NC(=O)C(Cc1ccccc1)NC(=O)c1cnccn1)B(O)O. Cell line: NCIH1650. Synergy scores: synergy=-28.2. (7) Drug 1: CC1(c2nc3c(C(N)=O)cccc3[nH]2)CCCN1. Drug 2: NC1CCCCC1N.O=C(O)C(=O)O.[Pt+2]. Cell line: A2058. Synergy scores: synergy=4.94.